From a dataset of Catalyst prediction with 721,799 reactions and 888 catalyst types from USPTO. Predict which catalyst facilitates the given reaction. (1) The catalyst class is: 22. Product: [O:23]1[CH2:27][CH2:26][CH:25]([CH2:28][NH:29][C:15]([C:12]2[CH:11]=[C:10]([CH2:9][O:8][CH2:7][C:6]3[CH:5]=[CH:4][C:3]([C:2]([F:1])([F:21])[F:20])=[CH:19][CH:18]=3)[O:14][N:13]=2)=[O:17])[CH2:24]1. Reactant: [F:1][C:2]([F:21])([F:20])[C:3]1[CH:19]=[CH:18][C:6]([CH2:7][O:8][CH2:9][C:10]2[O:14][N:13]=[C:12]([C:15]([OH:17])=O)[CH:11]=2)=[CH:5][CH:4]=1.Cl.[O:23]1[CH2:27][CH2:26][CH:25]([CH2:28][NH2:29])[CH2:24]1.C(N(CC)CC)C.ON1C2C=CC=CC=2N=N1.Cl.C(N=C=NCCCN(C)C)C. (2) Reactant: [Br:1][C:2]1[C:3]2[N:4]([C:9](I)=[CH:10][N:11]=2)[N:5]=[C:6](Cl)[CH:7]=1.[BrH:13]. Product: [Br:13][C:6]1[CH:7]=[C:2]([Br:1])[C:3]2[N:4]([CH:9]=[CH:10][N:11]=2)[N:5]=1. The catalyst class is: 6. (3) Reactant: [F:1][C:2]1[CH:3]=[C:4]([N+:9]([O-])=O)[CH:5]=[CH:6][C:7]=1[OH:8].[C:12](O[C:12]([O:14][C:15]([CH3:18])([CH3:17])[CH3:16])=[O:13])([O:14][C:15]([CH3:18])([CH3:17])[CH3:16])=[O:13].[H][H]. Product: [F:1][C:2]1[CH:3]=[C:4]([NH:9][C:12](=[O:13])[O:14][C:15]([CH3:18])([CH3:17])[CH3:16])[CH:5]=[CH:6][C:7]=1[OH:8]. The catalyst class is: 352. (4) Reactant: [OH-].[Li+].[O:3]1[CH2:8][CH2:7][CH2:6][O:5][CH:4]1[C:9]1[CH:14]=[CH:13][C:12]([C:15]2[S:16][C:17]3[CH:23]=[C:22]([C:24]([O:26]C)=[O:25])[CH:21]=[CH:20][C:18]=3[N:19]=2)=[C:11]([F:28])[CH:10]=1. Product: [O:5]1[CH2:6][CH2:7][CH2:8][O:3][CH:4]1[C:9]1[CH:14]=[CH:13][C:12]([C:15]2[S:16][C:17]3[CH:23]=[C:22]([C:24]([OH:26])=[O:25])[CH:21]=[CH:20][C:18]=3[N:19]=2)=[C:11]([F:28])[CH:10]=1. The catalyst class is: 1. (5) Reactant: [CH3:1][C@@H:2]1[CH2:11][C:10]2[C:5](=[CH:6][CH:7]=[C:8]([CH2:12][CH2:13][N:14]3[CH2:19][CH2:18][N:17](C(OC(C)(C)C)=O)[CH2:16][CH2:15]3)[CH:9]=2)[C:4](=[O:27])[O:3]1.[ClH:28]. Product: [ClH:28].[CH3:1][C@@H:2]1[CH2:11][C:10]2[C:5](=[CH:6][CH:7]=[C:8]([CH2:12][CH2:13][N:14]3[CH2:15][CH2:16][NH:17][CH2:18][CH2:19]3)[CH:9]=2)[C:4](=[O:27])[O:3]1. The catalyst class is: 12. (6) Reactant: [N+:1]([C:4]1[CH:5]=[C:6]([CH:10]([NH:18][C:19]2[C:28]3[C:23](=[C:24]([C:29]([NH2:31])=[O:30])[CH:25]=[CH:26][CH:27]=3)[N:22]=[CH:21][N:20]=2)[CH2:11][CH2:12][N:13]2[CH2:17][CH2:16][CH2:15][CH2:14]2)[CH:7]=[CH:8][CH:9]=1)([O-])=O. Product: [NH2:1][C:4]1[CH:5]=[C:6]([CH:10]([NH:18][C:19]2[C:28]3[C:23](=[C:24]([C:29]([NH2:31])=[O:30])[CH:25]=[CH:26][CH:27]=3)[N:22]=[CH:21][N:20]=2)[CH2:11][CH2:12][N:13]2[CH2:14][CH2:15][CH2:16][CH2:17]2)[CH:7]=[CH:8][CH:9]=1. The catalyst class is: 394. (7) Reactant: [N:1]1[C:5]2[CH:6]=[CH:7][CH:8]=[CH:9][C:4]=2[NH:3][CH:2]=1.O.O.O.O.O.O.[N+]([O-])([O-])=O.[Zn+2:20].[N+]([O-])([O-])=O.CN(C=O)C.N1C2C=CC=CC=2NC=1.CO.[Zn]. Product: [N:1]1[C:5]2[CH:6]=[CH:7][CH:8]=[CH:9][C:4]=2[NH:3][CH:2]=1.[Zn:20]. The catalyst class is: 121.